This data is from Full USPTO retrosynthesis dataset with 1.9M reactions from patents (1976-2016). The task is: Predict the reactants needed to synthesize the given product. (1) Given the product [C:1]([O:5][C:6](=[O:17])[NH:7][C@H:8]([C:10]1[CH:15]=[CH:14][C:13]([N:25]2[CH2:26][CH2:27][N:22]([C:20](=[O:21])[C:19]([F:29])([F:18])[F:28])[CH2:23][CH2:24]2)=[CH:12][CH:11]=1)[CH3:9])([CH3:4])([CH3:3])[CH3:2], predict the reactants needed to synthesize it. The reactants are: [C:1]([O:5][C:6](=[O:17])[NH:7][C@H:8]([C:10]1[CH:15]=[CH:14][C:13](Br)=[CH:12][CH:11]=1)[CH3:9])([CH3:4])([CH3:3])[CH3:2].[F:18][C:19]([F:29])([F:28])[C:20]([N:22]1[CH2:27][CH2:26][NH:25][CH2:24][CH2:23]1)=[O:21].C(=O)([O-])[O-].[Cs+].[Cs+]. (2) Given the product [ClH:32].[Br:1][C:2]1[CH:31]=[CH:30][C:5]([O:6][C:7]2[CH:12]=[CH:11][CH:10]=[CH:9][C:8]=2[NH:13][S:14]([C:17]2[CH:18]=[CH:19][C:20]([C:21]([NH:23][CH2:24][C:25](=[O:27])[N:40]3[CH2:45][CH2:44][NH:43][CH2:42][CH2:41]3)=[O:22])=[CH:28][CH:29]=2)(=[O:16])=[O:15])=[C:4]([Cl:32])[CH:3]=1, predict the reactants needed to synthesize it. The reactants are: [Br:1][C:2]1[CH:31]=[CH:30][C:5]([O:6][C:7]2[CH:12]=[CH:11][CH:10]=[CH:9][C:8]=2[NH:13][S:14]([C:17]2[CH:29]=[CH:28][C:20]([C:21]([NH:23][CH2:24][C:25]([OH:27])=O)=[O:22])=[CH:19][CH:18]=2)(=[O:16])=[O:15])=[C:4]([Cl:32])[CH:3]=1.C(OC([N:40]1[CH2:45][CH2:44][NH:43][CH2:42][CH2:41]1)=O)(C)(C)C. (3) Given the product [F:36][C:34]1[CH:33]=[CH:32][C:31]([N:37]2[N:41]=[CH:40][CH:39]=[N:38]2)=[C:30]([C@H:28]([O:27][C:22]2[C:23]([NH2:26])=[N:24][CH:25]=[C:20]([B:9]3[O:10][C:11]([CH3:16])([CH3:17])[C:12]([CH3:14])([CH3:15])[O:13]3)[CH:21]=2)[CH3:29])[CH:35]=1, predict the reactants needed to synthesize it. The reactants are: [CH3:16][C:11]1([CH3:17])[C:12]([CH3:15])([CH3:14])[O:13][B:9]([B:9]2[O:13][C:12]([CH3:15])([CH3:14])[C:11]([CH3:17])([CH3:16])[O:10]2)[O:10]1.Br[C:20]1[CH:21]=[C:22]([O:27][C@@H:28]([C:30]2[CH:35]=[C:34]([F:36])[CH:33]=[CH:32][C:31]=2[N:37]2[N:41]=[CH:40][CH:39]=[N:38]2)[CH3:29])[C:23]([NH2:26])=[N:24][CH:25]=1.C([O-])(=O)C.[K+].Cl. (4) Given the product [Cl:20][C:21]1[CH:22]=[CH:23][C:24]([S:27]([N:30]2[CH2:35][CH2:34][NH:33][C:32](=[O:36])[C@H:31]2[CH2:37][C:38]#[CH:39])(=[O:29])=[O:28])=[CH:25][CH:26]=1, predict the reactants needed to synthesize it. The reactants are: C1(S(N2CCNC(=O)[C@H]2CC#C)(=O)=O)C=CC=CC=1.[Cl:20][C:21]1[CH:26]=[CH:25][C:24]([S:27]([N:30]2[CH:35]=[CH:34][NH:33][C:32](=[O:36])[C@H:31]2[CH2:37][C:38]#[CH:39])(=[O:29])=[O:28])=[CH:23][CH:22]=1. (5) Given the product [Cl:1][C:2]1[N:3]=[CH:4][C:5]([CH2:8][N:9]2[C:10]3=[C:14]([N+:15]([O-:17])=[O:16])[CH:23]([C:24]4[CH:29]=[CH:28][CH:27]=[CH:26][CH:25]=4)[CH2:22][CH:21]([OH:30])[N:11]3[CH2:12][CH2:13]2)=[CH:6][CH:7]=1, predict the reactants needed to synthesize it. The reactants are: [Cl:1][C:2]1[CH:7]=[CH:6][C:5]([CH2:8][N:9]2[CH2:13][CH2:12][NH:11][C:10]2=[CH:14][N+:15]([O-:17])=[O:16])=[CH:4][N:3]=1.C(#N)C.[CH:21](=[O:30])[CH:22]=[CH:23][C:24]1[CH:29]=[CH:28][CH:27]=[CH:26][CH:25]=1. (6) The reactants are: [NH:1]([C:73]([O:75][C:76]([CH3:79])([CH3:78])[CH3:77])=[O:74])[C@H:2]([C:18]([NH:20][C@H:21]([C:26]([N:28]1[CH2:72][CH2:71][CH2:70][C@H:29]1[C:30]([NH:32][C@H:33]([C:51]([N:53]1[CH2:69][CH2:68][CH2:67][C@H:54]1[C:55]([NH:57][CH2:58][CH2:59][CH2:60][C:61]1[CH:66]=[CH:65][CH:64]=[CH:63][CH:62]=1)=[O:56])=[O:52])[CH2:34][CH2:35][CH2:36][NH:37][C:38](=[NH:50])[NH:39]C(OCC1C=CC=CC=1)=O)=[O:31])=[O:27])[CH2:22][CH:23]([CH3:25])[CH3:24])=[O:19])[CH2:3][C:4]1[CH:9]=[CH:8][C:7]([O:10]CC2C=CC=CC=2)=[CH:6][CH:5]=1.[H][H]. Given the product [NH:1]([C:73]([O:75][C:76]([CH3:78])([CH3:77])[CH3:79])=[O:74])[C@H:2]([C:18]([NH:20][C@H:21]([C:26]([N:28]1[CH2:72][CH2:71][CH2:70][C@H:29]1[C:30]([NH:32][C@H:33]([C:51]([N:53]1[CH2:69][CH2:68][CH2:67][C@H:54]1[C:55]([NH:57][CH2:58][CH2:59][CH2:60][C:61]1[CH:66]=[CH:65][CH:64]=[CH:63][CH:62]=1)=[O:56])=[O:52])[CH2:34][CH2:35][CH2:36][NH:37][C:38](=[NH:39])[NH2:50])=[O:31])=[O:27])[CH2:22][CH:23]([CH3:25])[CH3:24])=[O:19])[CH2:3][C:4]1[CH:9]=[CH:8][C:7]([OH:10])=[CH:6][CH:5]=1, predict the reactants needed to synthesize it. (7) Given the product [Cl:1][C:2]1[CH:7]=[C:6]([N+:8]([O-:10])=[O:9])[CH:5]=[CH:4][C:3]=1[CH2:11][C:12]([O:14][CH3:15])=[O:13], predict the reactants needed to synthesize it. The reactants are: [Cl:1][C:2]1[CH:7]=[C:6]([N+:8]([O-:10])=[O:9])[CH:5]=[CH:4][C:3]=1[CH2:11][C:12]([OH:14])=[O:13].[CH3:15][Si](Cl)(C)C. (8) Given the product [CH2:119]([CH2:120][N:121]=[C:122]([NH2:123])[NH2:142])[CH2:118][C@H:117]([NH2:116])[C:143]([NH:53][CH2:54][C:6]([NH:1][C@H:2]([C:3]([OH:5])=[O:4])[CH2:25][C:26]([OH:32])=[O:27])=[O:8])=[O:145], predict the reactants needed to synthesize it. The reactants are: [NH:1]([C:6]([O:8]CC1C2C(=CC=CC=2)C2C1=CC=CC=2)=O)[CH2:2][C:3]([OH:5])=[O:4].N(C(OCC1C2C(=CC=CC=2)C2C1=CC=CC=2)=O)[C@H](C(O)=O)[CH2:25][C:26](=[O:32])[O:27]C(C)(C)C.[NH:53](C(OCC1C2C(=CC=CC=2)C2C1=CC=CC=2)=O)[C@@H:54](C(O)=O)CC1C=CC=CC=1.N(C(OCC1C2C(=CC=CC=2)C2C1=CC=CC=2)=O)[C@H](C(O)=O)CCCCNC(OC(C)(C)C)=O.[NH:116](C(OCC1C2C(=CC=CC=2)C2C1=CC=CC=2)=O)[C@H:117]([C:143]([OH:145])=O)[CH2:118][CH2:119][CH2:120][NH:121][C:122](=[NH:142])[NH:123]S(C1C(C)=C(C)C2OC(C)(C)CCC=2C=1C)(=O)=O.CCN(C(C)C)C(C)C.CC(OC(C)=O)=O.C1C=CC2N(O)N=NC=2C=1.